This data is from Forward reaction prediction with 1.9M reactions from USPTO patents (1976-2016). The task is: Predict the product of the given reaction. (1) Given the reactants [Br:1][C:2]1[C:11]2[C:6](=[CH:7][CH:8]=[CH:9][CH:10]=2)[C:5]([C:12]([OH:14])=[O:13])=[CH:4][CH:3]=1.S(=O)(=O)(O)O.[CH3:20]COC(C)=O.CCCCCCC, predict the reaction product. The product is: [Br:1][C:2]1[C:11]2[C:6](=[CH:7][CH:8]=[CH:9][CH:10]=2)[C:5]([C:12]([O:14][CH3:20])=[O:13])=[CH:4][CH:3]=1. (2) Given the reactants [H-].[Na+].O1CCCC1.[F:8][C:9]1[C:14]([N:15]2[C:19]([CH3:20])=[C:18]([C:21]3[CH:22]=[C:23]4[C:27](=[CH:28][CH:29]=3)[C:26](=[O:30])[C:25]([CH3:35])([O:31]C(C)=O)[CH2:24]4)[N:17]=[N:16]2)=[CH:13][CH:12]=[CH:11][N:10]=1, predict the reaction product. The product is: [F:8][C:9]1[C:14]([N:15]2[C:19]([CH3:20])=[C:18]([C:21]3[CH:22]=[C:23]4[C:27](=[CH:28][CH:29]=3)[C:26](=[O:30])[C:25]([OH:31])([CH3:35])[CH2:24]4)[N:17]=[N:16]2)=[CH:13][CH:12]=[CH:11][N:10]=1. (3) The product is: [CH3:1][S:2]([N:10]1[CH2:9][CH2:8][N:7]([CH2:13][CH:14]([N:18]2[CH:22]=[C:21]([C:23]3[C:24]4[CH:31]=[CH:30][NH:29][C:25]=4[N:26]=[CH:27][N:28]=3)[CH:20]=[N:19]2)[CH2:15][C:16]#[N:17])[CH2:12][CH2:11]1)(=[O:4])=[O:3]. Given the reactants [CH3:1][S:2](Cl)(=[O:4])=[O:3].Cl.[N:7]1([CH2:13][CH:14]([N:18]2[CH:22]=[C:21]([C:23]3[C:24]4[CH:31]=[CH:30][N:29](COCC[Si](C)(C)C)[C:25]=4[N:26]=[CH:27][N:28]=3)[CH:20]=[N:19]2)[CH2:15][C:16]#[N:17])[CH2:12][CH2:11][NH:10][CH2:9][CH2:8]1.C(N(CC)CC)C.FC(F)(F)C(O)=O.CO.C(N)CN, predict the reaction product. (4) Given the reactants [OH:1][N:2]=[C:3]([C:6]1[CH:18]=[CH:17][C:9]([O:10][CH2:11][C:12]([O:14][CH2:15][CH3:16])=[O:13])=[CH:8][CH:7]=1)[CH2:4][CH3:5].C(=O)([O-])[O-].[Cs+].[Cs+].[F:25][C:26]([F:36])([F:35])[C:27]1[CH:34]=[CH:33][C:30]([CH2:31]Br)=[CH:29][CH:28]=1, predict the reaction product. The product is: [F:25][C:26]([F:35])([F:36])[C:27]1[CH:34]=[CH:33][C:30]([CH2:31][O:1][N:2]=[C:3]([C:6]2[CH:18]=[CH:17][C:9]([O:10][CH2:11][C:12]([O:14][CH2:15][CH3:16])=[O:13])=[CH:8][CH:7]=2)[CH2:4][CH3:5])=[CH:29][CH:28]=1. (5) Given the reactants [Cl:1][C:2]1[N:7]=[C:6]([CH3:8])[N:5]=[C:4]([NH:9][C:10]2[S:11][C:12]([C:15]([O:17]C)=[O:16])=[CH:13][N:14]=2)[CH:3]=1.[OH-].[Na+].Cl, predict the reaction product. The product is: [Cl:1][C:2]1[N:7]=[C:6]([CH3:8])[N:5]=[C:4]([NH:9][C:10]2[S:11][C:12]([C:15]([OH:17])=[O:16])=[CH:13][N:14]=2)[CH:3]=1. (6) Given the reactants [Cl:1][C:2]1[CH:3]=[C:4]([C:10]2[CH:15]=[CH:14][CH:13]=[CH:12][CH:11]=2)[CH:5]=[C:6]([Cl:9])[C:7]=1[OH:8].C(N(CC)CC)C.Cl[C:24]([O:26][CH2:27][CH3:28])=[O:25], predict the reaction product. The product is: [C:24](=[O:25])([O:26][CH2:27][CH3:28])[O:8][C:7]1[C:2]([Cl:1])=[CH:3][C:4]([C:10]2[CH:15]=[CH:14][CH:13]=[CH:12][CH:11]=2)=[CH:5][C:6]=1[Cl:9].